Dataset: Reaction yield outcomes from USPTO patents with 853,638 reactions. Task: Predict the reaction yield, written as a fraction of the theoretical maximum amount of product (1.0 means a 100% yield; for example, 0.34 means a 34% yield). (1) The reactants are [N:1]1[C:9]2[C:4](=[N:5][CH:6]=[CH:7][CH:8]=2)[S:3][C:2]=1[N:10]=[C:11](SC)SC.Cl.Cl.[NH2:18][CH2:19][C@@:20]1([OH:28])[CH:25]2[CH2:26][CH2:27][N:22]([CH2:23][CH2:24]2)[CH2:21]1.C(=O)([O-])[O-].[Cs+].[Cs+].O. The catalyst is CN(C=O)C. The product is [N:1]1[C:9]2[C:4](=[N:5][CH:6]=[CH:7][CH:8]=2)[S:3][C:2]=1[NH:10][C:11]1[O:28][C@:20]2([CH2:19][N:18]=1)[CH:25]1[CH2:26][CH2:27][N:22]([CH2:23][CH2:24]1)[CH2:21]2. The yield is 0.760. (2) The reactants are [CH2:1]1[CH:6]([C:7]([OH:9])=[O:8])[CH2:5][CH2:4][CH:3]([OH:10])[CH2:2]1.[H-].[Na+].[Br:13][C:14]1[CH:15]=[CH:16][C:17](F)=[N:18][CH:19]=1. The yield is 0.420. The catalyst is CC(N(C)C)=O. The product is [Br:13][C:14]1[CH:15]=[CH:16][C:17]([O:10][C@@H:3]2[CH2:4][CH2:5][C@H:6]([C:7]([OH:9])=[O:8])[CH2:1][CH2:2]2)=[N:18][CH:19]=1. (3) The product is [CH3:13][O:12][C:5]1[CH:6]=[C:7]([O:10][CH3:11])[CH:8]=[CH:9][C:4]=1[C:3]([NH:15][NH2:16])=[O:2]. The reactants are C[O:2][C:3](=O)[C:4]1[CH:9]=[CH:8][C:7]([O:10][CH3:11])=[CH:6][C:5]=1[O:12][CH3:13].[NH2:15][NH2:16]. The catalyst is CO. The yield is 0.780. (4) The reactants are [CH2:1]([O:3][C:4]1[CH:8]=[C:7]([C:9]([O:11]C)=[O:10])[N:6]([CH3:13])[N:5]=1)[CH3:2].[OH-].[Na+]. The catalyst is CO. The product is [CH2:1]([O:3][C:4]1[CH:8]=[C:7]([C:9]([OH:11])=[O:10])[N:6]([CH3:13])[N:5]=1)[CH3:2]. The yield is 0.810. (5) The reactants are Br[C:2]1[C:7](=[O:8])[N:6]([CH2:9][C:10]2[CH:15]=[CH:14][C:13]([C:16]3[C:17]([C:22]#[N:23])=[CH:18][CH:19]=[CH:20][CH:21]=3)=[CH:12][CH:11]=2)[C:5]([CH2:24][CH2:25][CH2:26][CH3:27])=[N:4][C:3]=1[CH3:28].[O:29]1[C:33]2[CH:34]=[CH:35][C:36](B(O)O)=[CH:37][C:32]=2[CH2:31][CH2:30]1.C(=O)([O-])[O-].[Cs+].[Cs+]. The catalyst is O1CCOCC1.C(OCC)(=O)C.C1C=CC(P(C2C=CC=CC=2)[C-]2C=CC=C2)=CC=1.C1C=CC(P(C2C=CC=CC=2)[C-]2C=CC=C2)=CC=1.Cl[Pd]Cl.[Fe+2]. The product is [CH2:24]([C:5]1[N:6]([CH2:9][C:10]2[CH:15]=[CH:14][C:13]([C:16]3[C:17]([C:22]#[N:23])=[CH:18][CH:19]=[CH:20][CH:21]=3)=[CH:12][CH:11]=2)[C:7](=[O:8])[C:2]([C:36]2[CH:35]=[CH:34][C:33]3[O:29][CH2:30][CH2:31][C:32]=3[CH:37]=2)=[C:3]([CH3:28])[N:4]=1)[CH2:25][CH2:26][CH3:27]. The yield is 0.720. (6) The reactants are [O:1]=[C:2]([NH:9][C:10]1[CH:15]=[CH:14][CH:13]=[C:12]([C:16]([F:19])([F:18])[F:17])[CH:11]=1)[CH2:3][C:4]([O:6]CC)=[O:5].C[O-].[Na+].CO[CH:25]=[CH:26][C:27](=O)[CH3:28].[OH-].[Na+]. The catalyst is CCO.O. The product is [CH3:25][C:26]1[N:9]([C:10]2[CH:15]=[CH:14][CH:13]=[C:12]([C:16]([F:17])([F:18])[F:19])[CH:11]=2)[C:2](=[O:1])[C:3]([C:4]([OH:6])=[O:5])=[CH:28][CH:27]=1. The yield is 0.580. (7) The reactants are Br[C:2]1[C:3]([C:22]([O:24][CH2:25][CH3:26])=[O:23])=[N:4][N:5]([C:14]2[CH:19]=[CH:18][C:17]([Cl:20])=[CH:16][C:15]=2[Cl:21])[C:6]=1[C:7]1[CH:12]=[CH:11][C:10]([Cl:13])=[CH:9][CH:8]=1.C(=O)([O-])[O-].[K+].[K+].[C:33]1([CH3:39])C=CC=C[CH:34]=1. No catalyst specified. The product is [Cl:13][C:10]1[CH:11]=[CH:12][C:7]([C:6]2[N:5]([C:14]3[CH:19]=[CH:18][C:17]([Cl:20])=[CH:16][C:15]=3[Cl:21])[N:4]=[C:3]([C:22]([O:24][CH2:25][CH3:26])=[O:23])[C:2]=2[CH:39]2[CH2:33][CH2:34]2)=[CH:8][CH:9]=1. The yield is 0.440.